The task is: Predict the reaction yield, written as a fraction of the theoretical maximum amount of product (1.0 means a 100% yield; for example, 0.34 means a 34% yield).. This data is from Reaction yield outcomes from USPTO patents with 853,638 reactions. The product is [Cl:1][C:2]1[CH:7]=[CH:6][C:5]([NH:8][C:9]([NH:11][C:12]2[CH:17]=[CH:16][CH:15]=[C:14]([Cl:18])[C:13]=2[Cl:19])=[O:10])=[C:4]([OH:20])[C:3]=1[S:21]([N:24]([CH2:29][CH2:30][OH:31])[CH2:25][CH2:26][OH:27])(=[O:23])=[O:22]. The reactants are [Cl:1][C:2]1[CH:7]=[CH:6][C:5]([NH:8][C:9]([NH:11][C:12]2[CH:17]=[CH:16][CH:15]=[C:14]([Cl:18])[C:13]=2[Cl:19])=[O:10])=[C:4]([OH:20])[C:3]=1[S:21]([N:24]([CH2:29][CH2:30][O:31]C)[CH2:25][CH2:26][O:27]C)(=[O:23])=[O:22].[Br-].[Al+3].[Br-].[Br-]. The yield is 0.140. No catalyst specified.